This data is from Merck oncology drug combination screen with 23,052 pairs across 39 cell lines. The task is: Regression. Given two drug SMILES strings and cell line genomic features, predict the synergy score measuring deviation from expected non-interaction effect. Drug 1: N.N.O=C(O)C1(C(=O)O)CCC1.[Pt]. Drug 2: O=C(NOCC(O)CO)c1ccc(F)c(F)c1Nc1ccc(I)cc1F. Cell line: EFM192B. Synergy scores: synergy=9.60.